From a dataset of Full USPTO retrosynthesis dataset with 1.9M reactions from patents (1976-2016). Predict the reactants needed to synthesize the given product. (1) Given the product [F:1][C:2]1[CH:7]=[CH:6][C:5]([C:8]2[N:9]=[CH:10][N:11]3[C:20]=2[CH:19]=[C:18]2[C@@:13]([CH3:32])([C@@H:14]([C:21]([C:23]4[S:27][C:26]([C:28]([OH:30])=[O:29])=[CH:25][CH:24]=4)=[O:22])[CH2:15][CH2:16][CH2:17]2)[CH2:12]3)=[CH:4][CH:3]=1, predict the reactants needed to synthesize it. The reactants are: [F:1][C:2]1[CH:7]=[CH:6][C:5]([C:8]2[N:9]=[CH:10][N:11]3[C:20]=2[CH:19]=[C:18]2[C@@:13]([CH3:32])([C@@H:14]([C:21]([C:23]4[S:27][C:26]([C:28]([O:30]C)=[O:29])=[CH:25][CH:24]=4)=[O:22])[CH2:15][CH2:16][CH2:17]2)[CH2:12]3)=[CH:4][CH:3]=1.[OH-].[Na+].Cl.C(O)(=O)CC(CC(O)=O)(C(O)=O)O. (2) Given the product [F:1][C:2]([F:11])([F:10])[C:3]1[CH:8]=[CH:7][CH:6]=[CH:5][C:4]=1[C:3]1[CH:8]=[CH:7][C:6]([CH:15]=[O:18])=[CH:5][CH:4]=1, predict the reactants needed to synthesize it. The reactants are: [F:1][C:2]([F:11])([F:10])[C:3]1[CH:8]=[CH:7][CH:6]=[CH:5][C:4]=1Br.B(O)O.[C:15]([O-:18])([O-])=O.[Na+].[Na+]. (3) The reactants are: [CH3:1][S:2]([C:5]1[CH:10]=[CH:9][CH:8]=[CH:7][CH:6]=1)(=[O:4])=[O:3].[O:11]1[CH2:15][CH2:14][CH2:13]C1.O1CC(=O)C1. Given the product [C:5]1([S:2]([CH:1]=[C:14]2[CH2:13][O:11][CH2:15]2)(=[O:4])=[O:3])[CH:10]=[CH:9][CH:8]=[CH:7][CH:6]=1, predict the reactants needed to synthesize it. (4) Given the product [NH2:31][C:13]1[C:14]([NH:16][CH2:17][CH:18]2[CH2:23][CH2:22][CH2:21][N:20]([C:24]([O:26][C:27]([CH3:30])([CH3:29])[CH3:28])=[O:25])[CH2:19]2)=[CH:15][C:10]([NH:9][C:6]2[CH:5]=[N:4][C:3]([C:1]#[N:2])=[CH:8][N:7]=2)=[N:11][CH:12]=1, predict the reactants needed to synthesize it. The reactants are: [C:1]([C:3]1[N:4]=[CH:5][C:6]([NH:9][C:10]2[CH:15]=[C:14]([NH:16][CH2:17][CH:18]3[CH2:23][CH2:22][CH2:21][N:20]([C:24]([O:26][C:27]([CH3:30])([CH3:29])[CH3:28])=[O:25])[CH2:19]3)[C:13]([N+:31]([O-])=O)=[CH:12][N:11]=2)=[N:7][CH:8]=1)#[N:2].O.[Sn](Cl)Cl.